Dataset: Full USPTO retrosynthesis dataset with 1.9M reactions from patents (1976-2016). Task: Predict the reactants needed to synthesize the given product. (1) Given the product [C:1]([C@H:3]1[CH2:7][NH:6][C@H:5]([C:15]([NH:16][C:17]2[CH:18]=[CH:19][C:20]([O:23][C:24]3[CH:25]=[CH:26][C:27]([F:30])=[CH:28][CH:29]=3)=[CH:21][CH:22]=2)=[O:31])[CH2:4]1)#[N:2], predict the reactants needed to synthesize it. The reactants are: [C:1]([C@H:3]1[CH2:7][N:6](C(OC(C)(C)C)=O)[C@H:5]([C:15](=[O:31])[NH:16][C:17]2[CH:22]=[CH:21][C:20]([O:23][C:24]3[CH:29]=[CH:28][C:27]([F:30])=[CH:26][CH:25]=3)=[CH:19][CH:18]=2)[CH2:4]1)#[N:2]. (2) Given the product [CH2:13]([N:20]1[CH2:24][CH2:23][C@H:22]([NH:25][C:2]2[CH:7]=[C:6]([C:8]([F:11])([F:10])[F:9])[CH:5]=[C:4]([CH3:12])[N:3]=2)[CH2:21]1)[C:14]1[CH:15]=[CH:16][CH:17]=[CH:18][CH:19]=1, predict the reactants needed to synthesize it. The reactants are: Cl[C:2]1[CH:7]=[C:6]([C:8]([F:11])([F:10])[F:9])[CH:5]=[C:4]([CH3:12])[N:3]=1.[CH2:13]([N:20]1[CH2:24][CH2:23][C@H:22]([NH2:25])[CH2:21]1)[C:14]1[CH:19]=[CH:18][CH:17]=[CH:16][CH:15]=1.C(O)COCCO.C(N(CC)C(C)C)(C)C. (3) Given the product [F:25][C:12]1[CH:11]=[C:10]([NH:9][C:8]([NH:37][CH2:36][CH2:34][OH:35])=[O:26])[CH:15]=[CH:14][C:13]=1[B:16]1[O:20][C:19]([CH3:22])([CH3:21])[C:18]([CH3:23])([CH3:24])[O:17]1, predict the reactants needed to synthesize it. The reactants are: C1(O[C:8](=[O:26])[NH:9][C:10]2[CH:15]=[CH:14][C:13]([B:16]3[O:20][C:19]([CH3:22])([CH3:21])[C:18]([CH3:24])([CH3:23])[O:17]3)=[C:12]([F:25])[CH:11]=2)C=CC=CC=1.C(N(CC)CC)C.[CH2:34]([CH2:36][NH2:37])[OH:35]. (4) Given the product [F:16][C:17]1[N:32]=[CH:31][CH:30]=[CH:29][C:18]=1[C:19]([NH:15][CH:8]([C:9]1[CH:10]=[CH:11][CH:12]=[CH:13][CH:14]=1)[CH2:7][N:1]1[CH2:6][CH2:5][O:4][CH2:3][CH2:2]1)=[O:20], predict the reactants needed to synthesize it. The reactants are: [N:1]1([CH2:7][CH:8]([NH2:15])[C:9]2[CH:14]=[CH:13][CH:12]=[CH:11][CH:10]=2)[CH2:6][CH2:5][O:4][CH2:3][CH2:2]1.[F:16][C:17]1[N:32]=[CH:31][CH:30]=[CH:29][C:18]=1[C:19](NC1C=CC=CC=1C)=[O:20].